This data is from Catalyst prediction with 721,799 reactions and 888 catalyst types from USPTO. The task is: Predict which catalyst facilitates the given reaction. (1) Reactant: [OH:1][C:2]1[CH:9]=[CH:8][C:5]([CH:6]=[O:7])=[CH:4][C:3]=1[O:10][CH3:11].[CH3:12][C:13](OC(C)=O)=[O:14]. Product: [C:13]([O:1][C:2]1[CH:9]=[CH:8][C:5]([CH:6]=[O:7])=[CH:4][C:3]=1[O:10][CH3:11])(=[O:14])[CH3:12]. The catalyst class is: 1. (2) Reactant: [C:1]1([N:7]2[C:12](=[O:13])[C:11]3[S:14][CH:15]=[C:16]([C:17]4[CH:22]=[CH:21][CH:20]=[CH:19][CH:18]=4)[C:10]=3[N:9]=[CH:8]2)[CH:6]=[CH:5][CH:4]=[CH:3][CH:2]=1.N[C:24]1C(C2C=CC=CC=2)=CSC=1C(OC)=O.C(OCC)(OCC)OCC.NC1C=CC=C(C)C=1. Product: [C:17]1([C:16]2[C:10]3[N:9]=[CH:8][N:7]([C:1]4[CH:6]=[C:5]([CH3:24])[CH:4]=[CH:3][CH:2]=4)[C:12](=[O:13])[C:11]=3[S:14][CH:15]=2)[CH:18]=[CH:19][CH:20]=[CH:21][CH:22]=1. The catalyst class is: 15. (3) Reactant: [C:1]1([C:42]2[CH:47]=[CH:46][CH:45]=[CH:44][CH:43]=2)[CH:6]=[CH:5][C:4]([C:7](=[N:9][O:10][CH2:11][CH2:12][O:13][C:14]2[CH:19]=[CH:18][C:17]([CH2:20][C@H:21]([O:31][C:32]3[CH:37]=[CH:36][C:35]([C:38]([CH3:41])([CH3:40])[CH3:39])=[CH:34][CH:33]=3)[C:22]([O:24]CC[Si](C)(C)C)=[O:23])=[CH:16][CH:15]=2)[CH3:8])=[CH:3][CH:2]=1.[F-].C([N+](CCCC)(CCCC)CCCC)CCC. Product: [C:1]1([C:42]2[CH:47]=[CH:46][CH:45]=[CH:44][CH:43]=2)[CH:2]=[CH:3][C:4]([C:7](=[N:9][O:10][CH2:11][CH2:12][O:13][C:14]2[CH:19]=[CH:18][C:17]([CH2:20][C@H:21]([O:31][C:32]3[CH:33]=[CH:34][C:35]([C:38]([CH3:39])([CH3:40])[CH3:41])=[CH:36][CH:37]=3)[C:22]([OH:24])=[O:23])=[CH:16][CH:15]=2)[CH3:8])=[CH:5][CH:6]=1. The catalyst class is: 7. (4) Reactant: C(OC([C:6]1[N:10]=[C:9]([C:11]2[CH:16]=[CH:15][N:14]=[CH:13][C:12]=2[NH:17][C:18]2[CH:23]=[CH:22][C:21]([I:24])=[CH:20][C:19]=2[F:25])[O:8][N:7]=1)=O)C.[Li+].[OH-].Cl. Product: [F:25][C:19]1[CH:20]=[C:21]([I:24])[CH:22]=[CH:23][C:18]=1[NH:17][C:12]1[CH:13]=[N:14][CH:15]=[CH:16][C:11]=1[C:9]1[O:8][N:7]=[CH:6][N:10]=1. The catalyst class is: 731. (5) Reactant: ClC1N=C(Cl)N=C(Cl)N=1.O[N:11]=[C:12]1[C:35]2[C:30](=[CH:31][CH:32]=[CH:33][CH:34]=2)[C:14]2([CH2:19][CH2:18][N:17]([C:20]([O:22][CH2:23][C:24]3[CH:29]=[CH:28][CH:27]=[CH:26][CH:25]=3)=[O:21])[CH2:16][CH2:15]2)[CH2:13]1.[OH2:36]. Product: [O:36]=[C:12]1[CH2:13][C:14]2([CH2:15][CH2:16][N:17]([C:20]([O:22][CH2:23][C:24]3[CH:29]=[CH:28][CH:27]=[CH:26][CH:25]=3)=[O:21])[CH2:18][CH2:19]2)[C:30]2[C:31](=[CH:32][CH:33]=[CH:34][CH:35]=2)[NH:11]1. The catalyst class is: 3. (6) Product: [Cl:20][C:10]1[C:9]([N:6]([CH2:7][CH3:8])[C:4](=[O:5])[CH2:3][CH2:2][S:29][CH2:28][CH2:27][C:26]([F:31])([F:30])[F:25])=[CH:13][N:12]([C:14]2[CH:15]=[N:16][CH:17]=[CH:18][CH:19]=2)[N:11]=1. The catalyst class is: 69. Reactant: Cl[CH2:2][CH2:3][C:4]([N:6]([C:9]1[C:10]([Cl:20])=[N:11][N:12]([C:14]2[CH:15]=[N:16][CH:17]=[CH:18][CH:19]=2)[CH:13]=1)[CH2:7][CH3:8])=[O:5].CO.[OH-].[K+].[F:25][C:26]([F:31])([F:30])[CH2:27][CH2:28][SH:29]. (7) Product: [CH3:1][C:2]1[CH:7]=[C:6]([C:8]2[C:16]3[C:11](=[CH:12][C:13]([NH2:27])=[C:14]([CH2:17][NH:18][C@@H:19]([C:21]4[CH:26]=[CH:25][CH:24]=[CH:23][CH:22]=4)[CH3:20])[CH:15]=3)[NH:10][N:9]=2)[CH:5]=[CH:4][N:3]=1. Reactant: [CH3:1][C:2]1[CH:7]=[C:6]([C:8]2[C:16]3[C:11](=[CH:12][C:13]([NH:27]C(=O)C)=[C:14]([CH2:17][NH:18][C@@H:19]([C:21]4[CH:26]=[CH:25][CH:24]=[CH:23][CH:22]=4)[CH3:20])[CH:15]=3)[N:10](C(C3C=CC=CC=3)(C3C=CC=CC=3)C3C=CC=CC=3)[N:9]=2)[CH:5]=[CH:4][N:3]=1.C([O-])([O-])=O.[K+].[K+]. The catalyst class is: 33.